The task is: Regression. Given two drug SMILES strings and cell line genomic features, predict the synergy score measuring deviation from expected non-interaction effect.. This data is from NCI-60 drug combinations with 297,098 pairs across 59 cell lines. (1) Drug 1: CCC1(CC2CC(C3=C(CCN(C2)C1)C4=CC=CC=C4N3)(C5=C(C=C6C(=C5)C78CCN9C7C(C=CC9)(C(C(C8N6C=O)(C(=O)OC)O)OC(=O)C)CC)OC)C(=O)OC)O.OS(=O)(=O)O. Drug 2: C1C(C(OC1N2C=NC(=NC2=O)N)CO)O. Cell line: SF-268. Synergy scores: CSS=13.2, Synergy_ZIP=-0.737, Synergy_Bliss=-0.568, Synergy_Loewe=-14.6, Synergy_HSA=-1.17. (2) Drug 1: CS(=O)(=O)OCCCCOS(=O)(=O)C. Drug 2: CN(C(=O)NC(C=O)C(C(C(CO)O)O)O)N=O. Cell line: OVCAR-5. Synergy scores: CSS=12.7, Synergy_ZIP=-3.00, Synergy_Bliss=-2.34, Synergy_Loewe=-5.45, Synergy_HSA=-1.36. (3) Drug 1: C1CC(=O)NC(=O)C1N2CC3=C(C2=O)C=CC=C3N. Drug 2: CC1C(C(CC(O1)OC2CC(OC(C2O)C)OC3=CC4=CC5=C(C(=O)C(C(C5)C(C(=O)C(C(C)O)O)OC)OC6CC(C(C(O6)C)O)OC7CC(C(C(O7)C)O)OC8CC(C(C(O8)C)O)(C)O)C(=C4C(=C3C)O)O)O)O. Cell line: NCI-H460. Synergy scores: CSS=3.04, Synergy_ZIP=-1.02, Synergy_Bliss=-0.0422, Synergy_Loewe=0.952, Synergy_HSA=-0.124. (4) Drug 1: CC(CN1CC(=O)NC(=O)C1)N2CC(=O)NC(=O)C2. Drug 2: CCN(CC)CCCC(C)NC1=C2C=C(C=CC2=NC3=C1C=CC(=C3)Cl)OC. Cell line: A498. Synergy scores: CSS=36.8, Synergy_ZIP=-0.847, Synergy_Bliss=5.86, Synergy_Loewe=7.03, Synergy_HSA=9.01. (5) Drug 1: C1CC(C1)(C(=O)O)C(=O)O.[NH2-].[NH2-].[Pt+2]. Drug 2: N.N.Cl[Pt+2]Cl. Cell line: COLO 205. Synergy scores: CSS=37.7, Synergy_ZIP=-8.32, Synergy_Bliss=0.945, Synergy_Loewe=4.30, Synergy_HSA=6.04.